Predict the reactants needed to synthesize the given product. From a dataset of Full USPTO retrosynthesis dataset with 1.9M reactions from patents (1976-2016). Given the product [Cl:8][C:9]1[C:10]([C:28]2[C:36]3[C:31](=[CH:32][CH:33]=[CH:34][CH:35]=3)[NH:30][CH:29]=2)=[N:11][C:12]([NH:15][C:16]2[CH:21]=[C:20]([N+:22]([O-:24])=[O:23])[C:19]([N:5]([CH2:4][CH2:3][N:2]([CH3:7])[CH3:1])[CH3:6])=[CH:18][C:17]=2[O:26][CH3:27])=[N:13][CH:14]=1, predict the reactants needed to synthesize it. The reactants are: [CH3:1][N:2]([CH3:7])[CH2:3][CH2:4][NH:5][CH3:6].[Cl:8][C:9]1[C:10]([C:28]2[C:36]3[C:31](=[CH:32][CH:33]=[CH:34][CH:35]=3)[NH:30][CH:29]=2)=[N:11][C:12]([NH:15][C:16]2[CH:21]=[C:20]([N+:22]([O-:24])=[O:23])[C:19](F)=[CH:18][C:17]=2[O:26][CH3:27])=[N:13][CH:14]=1.CCN(C(C)C)C(C)C.